From a dataset of Catalyst prediction with 721,799 reactions and 888 catalyst types from USPTO. Predict which catalyst facilitates the given reaction. (1) Reactant: FC(F)(F)S(O[C:7]1[CH:12]=[CH:11][CH:10]=[C:9]([N:13]2[CH2:18][CH2:17][O:16][CH2:15][CH2:14]2)[CH:8]=1)(=O)=O.B1(B2OC(C)(C)C(C)(C)O2)OC(C)(C)C(C)(C)O1.C([O-])(=O)C.[K+].[ClH:44].[N:45]12[CH2:52][CH2:51][CH:48]([CH2:49][CH2:50]1)[C@H:47]([NH:53][C:54]([C:56]1[S:57][C:58]3[C:64](Br)=[CH:63][CH:62]=[CH:61][C:59]=3[CH:60]=1)=[O:55])[CH2:46]2.C(=O)([O-])[O-].[Na+].[Na+]. Product: [ClH:44].[N:45]12[CH2:50][CH2:49][CH:48]([CH2:51][CH2:52]1)[C@H:47]([NH:53][C:54]([C:56]1[S:57][C:58]3[C:64]([C:7]4[CH:12]=[CH:11][CH:10]=[C:9]([N:13]5[CH2:14][CH2:15][O:16][CH2:17][CH2:18]5)[CH:8]=4)=[CH:63][CH:62]=[CH:61][C:59]=3[CH:60]=1)=[O:55])[CH2:46]2. The catalyst class is: 151. (2) Reactant: C([O-])([O-])=O.[Cs+].[Cs+].[F:7][C:8]([F:24])([F:23])[CH:9]([C:11]1[CH:16]=[CH:15][CH:14]=[CH:13][C:12]=1[C:17]1[CH:18]=[N:19][CH:20]=[N:21][CH:22]=1)[OH:10].[NH2:25][C:26]1[N:31]=[C:30](Cl)[CH:29]=[C:28]([Cl:33])[N:27]=1.O. Product: [Cl:33][C:28]1[CH:29]=[C:30]([O:10][CH:9]([C:11]2[CH:16]=[CH:15][CH:14]=[CH:13][C:12]=2[C:17]2[CH:22]=[N:21][CH:20]=[N:19][CH:18]=2)[C:8]([F:7])([F:23])[F:24])[N:31]=[C:26]([NH2:25])[N:27]=1. The catalyst class is: 56. (3) Reactant: [C:9](O[C:9]([O:11][C:12]([CH3:15])([CH3:14])[CH3:13])=[O:10])([O:11][C:12]([CH3:15])([CH3:14])[CH3:13])=[O:10].[NH2:16][C:17]1[CH:22]=[C:21]([O:23][Si:24]([CH:31]([CH3:33])[CH3:32])([CH:28]([CH3:30])[CH3:29])[CH:25]([CH3:27])[CH3:26])[C:20]([O:34][CH3:35])=[CH:19][C:18]=1[C:36]([N:38]1[CH:42]=[C:41]([CH3:43])[CH2:40][CH:39]1[CH2:44][O:45][Si:46]([C:49]([CH3:52])([CH3:51])[CH3:50])([CH3:48])[CH3:47])=[O:37].C(OCC)(=O)C. Product: [Si:46]([O:45][CH2:44][C@@H:39]1[CH2:40][C:41]([CH3:43])=[CH:42][N:38]1[C:36]([C:18]1[CH:19]=[C:20]([O:34][CH3:35])[C:21]([O:23][Si:24]([CH:25]([CH3:27])[CH3:26])([CH:31]([CH3:33])[CH3:32])[CH:28]([CH3:29])[CH3:30])=[CH:22][C:17]=1[NH:16][C:9](=[O:10])[O:11][C:12]([CH3:13])([CH3:14])[CH3:15])=[O:37])([C:49]([CH3:50])([CH3:52])[CH3:51])([CH3:47])[CH3:48]. The catalyst class is: 81. (4) Reactant: Br[C:2]1[CH:3]=[C:4]2[C:9](=[CH:10][CH:11]=1)[N:8]=[C:7]([C:12]([F:15])([F:14])[F:13])[C:6]([C:16]1[CH:21]=[CH:20][CH:19]=[CH:18][CH:17]=1)=[C:5]2[C:22]([F:25])([F:24])[F:23].[Li]CCCC.[C:31]1([C:37]([C:39]2[CH:40]=[N:41][CH:42]=[CH:43][CH:44]=2)=[O:38])[CH:36]=[CH:35][CH:34]=[CH:33][CH:32]=1. Product: [C:31]1([C:37]([C:2]2[CH:3]=[C:4]3[C:9](=[CH:10][CH:11]=2)[N:8]=[C:7]([C:12]([F:14])([F:13])[F:15])[C:6]([C:16]2[CH:17]=[CH:18][CH:19]=[CH:20][CH:21]=2)=[C:5]3[C:22]([F:23])([F:24])[F:25])([C:39]2[CH:40]=[N:41][CH:42]=[CH:43][CH:44]=2)[OH:38])[CH:32]=[CH:33][CH:34]=[CH:35][CH:36]=1. The catalyst class is: 1. (5) Reactant: [CH3:1][C:2]1[CH:7]=[C:6]([C:8]2[C:16]3[C:11](=[CH:12][CH:13]=[C:14]([C:17]([OH:19])=[O:18])[CH:15]=3)[N:10](C(C3C=CC=CC=3)(C3C=CC=CC=3)C3C=CC=CC=3)[N:9]=2)[CH:5]=[CH:4][N:3]=1.FC(F)(F)C(O)=O.C([SiH](CC)CC)C. Product: [CH3:1][C:2]1[CH:7]=[C:6]([C:8]2[C:16]3[C:11](=[CH:12][CH:13]=[C:14]([C:17]([OH:19])=[O:18])[CH:15]=3)[NH:10][N:9]=2)[CH:5]=[CH:4][N:3]=1. The catalyst class is: 646. (6) The catalyst class is: 4. Product: [Cl:25][CH:26]([O:30][C:31]([NH:12][CH2:11][C:4]1([CH2:7][C:8]([OH:10])=[O:9])[CH2:3][CH2:2][CH2:1][CH2:6][CH2:5]1)=[O:32])[CH2:27][CH2:28][CH3:29]. Reactant: [CH2:1]1[CH2:6][CH2:5][C:4]([CH2:11][NH2:12])([CH2:7][C:8]([OH:10])=[O:9])[CH2:3][CH2:2]1.C(N(CC)CC)C.C[Si](Cl)(C)C.[Cl:25][CH:26]([O:30][C:31](Cl)=[O:32])[CH2:27][CH2:28][CH3:29]. (7) Reactant: [Br:1][C:2]1[CH:23]=[CH:22][C:5]([CH2:6][C:7]2[CH:8]=[N:9][C:10]3[N:11]([N:13]=[CH:14][C:15]=3[C:16]([NH:18][CH2:19][CH2:20][OH:21])=[O:17])[CH:12]=2)=[CH:4][CH:3]=1.[OH-].[K+].[C:26]([NH2:30])(=[O:29])[CH:27]=[CH2:28]. Product: [NH2:30][C:26](=[O:29])[CH2:27][CH2:28][O:21][CH2:20][CH2:19][NH:18][C:16]([C:15]1[CH:14]=[N:13][N:11]2[CH:12]=[C:7]([CH2:6][C:5]3[CH:4]=[CH:3][C:2]([Br:1])=[CH:23][CH:22]=3)[CH:8]=[N:9][C:10]=12)=[O:17]. The catalyst class is: 12.